Dataset: Reaction yield outcomes from USPTO patents with 853,638 reactions. Task: Predict the reaction yield, written as a fraction of the theoretical maximum amount of product (1.0 means a 100% yield; for example, 0.34 means a 34% yield). (1) The reactants are C[O:2][C:3](=O)[C@H:4]([CH2:6][C:7]1[CH:12]=[CH:11][CH:10]=[CH:9][CH:8]=1)[NH2:5].[CH3:14][NH2:15]. No catalyst specified. The product is [CH3:14][NH:15][C:3](=[O:2])[C@H:4]([CH2:6][C:7]1[CH:12]=[CH:11][CH:10]=[CH:9][CH:8]=1)[NH2:5]. The yield is 0.820. (2) The reactants are Br[CH2:2][CH2:3][CH2:4][C:5]([O:7][CH3:8])=[O:6].C(N(CC)CC)C.[CH2:16]([NH:23][CH3:24])[CH2:17][CH2:18][CH2:19][CH2:20][CH2:21][CH3:22]. The catalyst is ClCl. The product is [CH2:16]([N:23]([CH3:24])[CH2:2][CH2:3][CH2:4][C:5]([O:7][CH3:8])=[O:6])[CH2:17][CH2:18][CH2:19][CH2:20][CH2:21][CH3:22]. The yield is 0.820. (3) The catalyst is O.CC1C=CC=CC=1C. The yield is 0.840. The reactants are ClS(O)(=O)=O.[NH2:6][C:7]1[N:11]=[CH:10][NH:9][N:8]=1.[C:12]([CH:16]([CH2:19][CH:20]=[CH2:21])[C:17]#[N:18])(=O)[CH2:13][CH3:14]. The product is [CH2:19]([C:16]1[C:12]([CH2:13][CH3:14])=[N:6][C:7]2[N:8]([N:9]=[CH:10][N:11]=2)[C:17]=1[NH2:18])[CH:20]=[CH2:21]. (4) The reactants are Br[CH2:2][C:3]1[C:12]([Cl:13])=[N:11][CH:10]=[CH:9][C:4]=1[C:5]([O:7]C)=O.Cl.[CH3:15][O:16][C:17]1[CH:18]=[C:19]([CH:29]([NH2:31])[CH3:30])[CH:20]=[N:21][C:22]=1[O:23][CH2:24][C:25]([F:28])([F:27])[F:26]. No catalyst specified. The product is [Cl:13][C:12]1[C:3]2[CH2:2][N:31]([CH:29]([C:19]3[CH:20]=[N:21][C:22]([O:23][CH2:24][C:25]([F:28])([F:26])[F:27])=[C:17]([O:16][CH3:15])[CH:18]=3)[CH3:30])[C:5](=[O:7])[C:4]=2[CH:9]=[CH:10][N:11]=1. The yield is 0.610. (5) The reactants are [CH3:1][S@@:2]([C:4]([CH3:7])([CH3:6])[CH3:5])=[O:3].[C:8]([Mg]Cl)(C)([CH3:10])[CH3:9].C[Mg]Br. The catalyst is C1COCC1. The product is [CH2:1]([S@:2]([C:4]([CH3:7])([CH3:6])[CH3:5])=[O:3])[CH:8]([CH3:10])[CH3:9]. The yield is 0.830. (6) The reactants are C([O:4][CH2:5][C:6]1[C:7]2[S:15][CH:14]=[C:13]([Br:16])[C:8]=2[C:9](Cl)=[N:10][CH:11]=1)(=O)C.[NH4+:17].[OH-]. The catalyst is O1CCOCC1. The product is [NH2:17][C:9]1[C:8]2[C:13]([Br:16])=[CH:14][S:15][C:7]=2[C:6]([CH2:5][OH:4])=[CH:11][N:10]=1. The yield is 0.840. (7) The yield is 0.660. The catalyst is C(Cl)Cl. The product is [Br:1][C:2]1[CH:7]=[CH:6][C:5]2[C:8]([C:9]([F:12])([F:11])[F:10])=[N:13][O:14][C:4]=2[CH:3]=1. The reactants are [Br:1][C:2]1[CH:7]=[CH:6][C:5]([C:8](=[N:13][OH:14])[C:9]([F:12])([F:11])[F:10])=[C:4](F)[CH:3]=1.C1COCC1. (8) The reactants are [N+:1]([C:4]1[CH:12]=[CH:11][CH:10]=[C:9]2[C:5]=1[CH:6]=[C:7]([C:13]([O:15][CH2:16][CH3:17])=[O:14])[NH:8]2)([O-:3])=[O:2].[Cl:18][C:19]1[CH:20]=[C:21]([CH:24]=[CH:25][C:26]=1[Cl:27])[CH2:22]Cl.C(=O)([O-])[O-].[K+].[K+].[I-].[K+]. The product is [Cl:18][C:19]1[CH:20]=[C:21]([CH:24]=[CH:25][C:26]=1[Cl:27])[CH2:22][N:8]1[C:9]2[C:5](=[C:4]([N+:1]([O-:3])=[O:2])[CH:12]=[CH:11][CH:10]=2)[CH:6]=[C:7]1[C:13]([O:15][CH2:16][CH3:17])=[O:14]. The catalyst is CN(C=O)C. The yield is 0.890.